From a dataset of Forward reaction prediction with 1.9M reactions from USPTO patents (1976-2016). Predict the product of the given reaction. (1) Given the reactants [CH2:1]([N:4]1[C:8]([O:9][CH2:10][C:11]2[CH:20]=[CH:19][C:18]3[C:13](=[CH:14][CH:15]=[CH:16][CH:17]=3)[N:12]=2)=[CH:7][C:6]([C:21](OC)=[O:22])=[N:5]1)[CH2:2][CH3:3].[H-].[Al+3].[Li+].[H-].[H-].[H-].C(O)C.O, predict the reaction product. The product is: [CH2:1]([N:4]1[C:8]([O:9][CH2:10][C:11]2[CH:20]=[CH:19][C:18]3[C:13](=[CH:14][CH:15]=[CH:16][CH:17]=3)[N:12]=2)=[CH:7][C:6]([CH2:21][OH:22])=[N:5]1)[CH2:2][CH3:3]. (2) Given the reactants [CH2:1]([O:3][C:4](=[O:32])[C:5]([CH3:31])([CH3:30])[CH2:6][C:7]1[CH:12]=[CH:11][CH:10]=[C:9]([C:13](=O)[C:14]2[CH:19]=[CH:18][CH:17]=[C:16]([CH2:20][C:21]([C:24]([O:26][CH2:27][CH3:28])=[O:25])([CH3:23])[CH3:22])[CH:15]=2)[CH:8]=1)[CH3:2].[CH2:33]([SH:37])[CH2:34][CH2:35][SH:36].B(F)(F)F.CCOCC.[OH-].[Na+], predict the reaction product. The product is: [CH2:1]([O:3][C:4](=[O:32])[C:5]([CH3:31])([CH3:30])[CH2:6][C:7]1[CH:12]=[CH:11][CH:10]=[C:9]([C:13]2([C:14]3[CH:19]=[CH:18][CH:17]=[C:16]([CH2:20][C:21]([C:24]([O:26][CH2:27][CH3:28])=[O:25])([CH3:23])[CH3:22])[CH:15]=3)[S:37][CH2:33][CH2:34][CH2:35][S:36]2)[CH:8]=1)[CH3:2]. (3) The product is: [NH2:7][C:8]1[C:18]([Cl:19])=[CH:17][C:11]([CH2:12][OH:13])=[C:10]([O:20][CH3:21])[CH:9]=1. Given the reactants [H-].[Al+3].[Li+].[H-].[H-].[H-].[NH2:7][C:8]1[C:18]([Cl:19])=[CH:17][C:11]([C:12](OCC)=[O:13])=[C:10]([O:20][CH3:21])[CH:9]=1, predict the reaction product.